From a dataset of hERG channel blocking data for cardiac toxicity assessment. Regression/Classification. Given a drug SMILES string, predict its toxicity properties. Task type varies by dataset: regression for continuous values (e.g., LD50, hERG inhibition percentage) or binary classification for toxic/non-toxic outcomes (e.g., AMES mutagenicity, cardiotoxicity, hepatotoxicity). Dataset: herg. (1) The compound is O=C(c1ccc(OCC[NH+]2CCCCC2)cc1)c1c(-c2ccc(O)cc2)sc2cc(O)ccc12. The result is 0 (non-blocker). (2) The molecule is C[C@H]1Sc2c(C(=O)O)c(=O)c3cc(F)c(N4CCNCC4)cc3n21. The result is 0 (non-blocker). (3) The molecule is C[C@H](Cc1cc2c(c(C(N)=O)c1)N(CCCO)CC2)NCCOc1ccccc1OCC(F)(F)F. The result is 1 (blocker). (4) The compound is O=C1NCCN1CC[NH+]1CCC(c2cn(-c3ccc(CCO)cc3)c3ccc(Cl)cc23)CC1. The result is 0 (non-blocker). (5) The result is 1 (blocker). The compound is O=C(NC1CCN(Cc2ccc3c(c2)OCO3)CC1)c1cc(=O)c2ccc(Cl)cc2o1.